This data is from Reaction yield outcomes from USPTO patents with 853,638 reactions. The task is: Predict the reaction yield, written as a fraction of the theoretical maximum amount of product (1.0 means a 100% yield; for example, 0.34 means a 34% yield). (1) The reactants are [N+:1]([C:4]1[CH:5]=[CH:6][C:7]2[CH2:13][CH2:12][CH:11]([N:14]3[CH2:18][CH2:17][CH2:16][CH2:15]3)[CH2:10][CH2:9][C:8]=2[CH:19]=1)([O-])=O. The catalyst is [Pd].CO. The product is [N:14]1([CH:11]2[CH2:10][CH2:9][C:8]3[CH:19]=[C:4]([NH2:1])[CH:5]=[CH:6][C:7]=3[CH2:13][CH2:12]2)[CH2:18][CH2:17][CH2:16][CH2:15]1. The yield is 1.00. (2) The reactants are [F:1][C:2]1[CH:28]=[CH:27][C:5]([CH2:6][N:7]2[C:19](=[O:20])[C:18]3[C:17]([O:21][CH2:22][O:23][CH3:24])=[C:16]4[C:11]([CH:12]=[CH:13][CH:14]=[N:15]4)=[C:10]([OH:25])[C:9]=3[C:8]2=[O:26])=[CH:4][CH:3]=1.C(N(C(C)C)CC)(C)C.[S:38](O[S:38]([C:41]([F:44])([F:43])[F:42])(=[O:40])=[O:39])([C:41]([F:44])([F:43])[F:42])(=[O:40])=[O:39]. The catalyst is ClCCl. The product is [F:1][C:2]1[CH:3]=[CH:4][C:5]([CH2:6][N:7]2[C:19](=[O:20])[C:18]3[C:17]([O:21][CH2:22][O:23][CH3:24])=[C:16]4[C:11]([CH:12]=[CH:13][CH:14]=[N:15]4)=[C:10]([O:25][S:38]([C:41]([F:44])([F:43])[F:42])(=[O:40])=[O:39])[C:9]=3[C:8]2=[O:26])=[CH:27][CH:28]=1. The yield is 1.00. (3) The reactants are [OH-].[Na+].[CH:3]12[CH2:12][CH:7]3[CH2:8][CH:9]([CH2:11][CH:5]([CH2:6]3)[CH:4]1[NH:13][C:14]([C:16]1[CH:17]=[N:18][N:19]([C:25]3[CH:34]=[CH:33][C:28]([C:29]([O:31]C)=[O:30])=[CH:27][CH:26]=3)[C:20]=1[C:21]([CH3:24])([CH3:23])[CH3:22])=[O:15])[CH2:10]2. The catalyst is CO. The product is [CH:3]12[CH2:10][CH:9]3[CH2:8][CH:7]([CH2:6][CH:5]([CH2:11]3)[CH:4]1[NH:13][C:14]([C:16]1[CH:17]=[N:18][N:19]([C:25]3[CH:34]=[CH:33][C:28]([C:29]([OH:31])=[O:30])=[CH:27][CH:26]=3)[C:20]=1[C:21]([CH3:23])([CH3:24])[CH3:22])=[O:15])[CH2:12]2. The yield is 0.800. (4) The reactants are Cl.O1CCOCC1.OC(C(F)(F)F)=O.[CH3:15][O:16][C:17]1[CH:47]=[CH:46][C:20]([O:21][CH2:22][C:23]([N:25]2[CH2:30][CH2:29][N:28](C(OC(C)(C)C)=O)[CH2:27][CH:26]2[CH2:38][O:39][C:40]2[CH:41]=[N:42][CH:43]=[CH:44][CH:45]=2)=[O:24])=[CH:19][CH:18]=1. No catalyst specified. The product is [CH3:15][O:16][C:17]1[CH:18]=[CH:19][C:20]([O:21][CH2:22][C:23]([N:25]2[CH2:30][CH2:29][NH:28][CH2:27][CH:26]2[CH2:38][O:39][C:40]2[CH:41]=[N:42][CH:43]=[CH:44][CH:45]=2)=[O:24])=[CH:46][CH:47]=1. The yield is 0.190. (5) The reactants are Cl[C:2]1[C:7](C)=[N:6][C:5]([CH3:9])=[CH:4][N:3]=1.[N-:10]=[N+:11]=[N-:12].[Na+].[CH3:14]N(C)C=O. The catalyst is C(OCC)(=O)C. The product is [N:10]([C:7]1[C:2]([CH3:14])=[N:3][CH:4]=[C:5]([CH3:9])[N:6]=1)=[N+:11]=[N-:12]. The yield is 0.420. (6) The reactants are [C:1]([C:5]1[CH:31]=[CH:30][C:8]([CH2:9][NH:10][C:11]([NH:13][C:14]2[CH:15]=[C:16]([CH2:20][CH2:21][NH:22]C(=O)OC(C)(C)C)[CH:17]=[CH:18][CH:19]=2)=[O:12])=[CH:7][CH:6]=1)([CH3:4])([CH3:3])[CH3:2].NCCC1C=C(NC(NCC2C=CC(F)=CC=2)=O)C=CC=1. No catalyst specified. The product is [NH2:22][CH2:21][CH2:20][C:16]1[CH:15]=[C:14]([NH:13][C:11]([NH:10][CH2:9][C:8]2[CH:7]=[CH:6][C:5]([C:1]([CH3:4])([CH3:3])[CH3:2])=[CH:31][CH:30]=2)=[O:12])[CH:19]=[CH:18][CH:17]=1. The yield is 0.320.